From a dataset of Forward reaction prediction with 1.9M reactions from USPTO patents (1976-2016). Predict the product of the given reaction. (1) Given the reactants [CH2:1]([O:3][C:4](=[O:21])[CH:5]([O:18][CH2:19][CH3:20])[CH2:6][C:7]1[CH:12]=[CH:11][C:10]([OH:13])=[CH:9][C:8]=1[O:14][CH:15]([CH3:17])[CH3:16])[CH3:2].[C:22]([C:26]1[CH:31]=[CH:30][C:29]([C:32]2[O:33][C:34]([CH3:39])=[C:35]([CH2:37]Cl)[N:36]=2)=[CH:28][CH:27]=1)([CH3:25])([CH3:24])[CH3:23].C(C1C=CC(C=O)=CC=1)(C)(C)C.O=P(Cl)(Cl)Cl.C(=O)([O-])[O-].[K+].[K+], predict the reaction product. The product is: [CH2:1]([O:3][C:4](=[O:21])[CH:5]([O:18][CH2:19][CH3:20])[CH2:6][C:7]1[CH:12]=[CH:11][C:10]([O:13][CH2:37][C:35]2[N:36]=[C:32]([C:29]3[CH:28]=[CH:27][C:26]([C:22]([CH3:25])([CH3:24])[CH3:23])=[CH:31][CH:30]=3)[O:33][C:34]=2[CH3:39])=[CH:9][C:8]=1[O:14][CH:15]([CH3:16])[CH3:17])[CH3:2]. (2) Given the reactants Br[CH2:2][C:3]([O:5][CH2:6][CH3:7])=[O:4].[Cl:8][C:9]1[CH:10]=[C:11]([CH:20]=[CH:21][CH:22]=1)/[CH:12]=[N:13]/[S@:14]([C:16]([CH3:19])([CH3:18])[CH3:17])=[O:15], predict the reaction product. The product is: [Cl:8][C:9]1[CH:10]=[C:11]([C@H:12]([NH:13][S@:14]([C:16]([CH3:19])([CH3:18])[CH3:17])=[O:15])[CH2:2][C:3]([O:5][CH2:6][CH3:7])=[O:4])[CH:20]=[CH:21][CH:22]=1. (3) The product is: [N:25]([C:2]1[CH:23]=[C:22]2[C:5]([CH2:6][CH2:7][C@@H:8]3[CH2:13][S:12][C:11]([NH:14][C:15](=[O:21])[O:16][C:17]([CH3:20])([CH3:19])[CH3:18])=[N:10][C@@:9]32[CH3:24])=[CH:4][CH:3]=1)=[N+:26]=[N-:27]. Given the reactants Br[C:2]1[CH:23]=[C:22]2[C:5]([CH2:6][CH2:7][C@@H:8]3[CH2:13][S:12][C:11]([NH:14][C:15](=[O:21])[O:16][C:17]([CH3:20])([CH3:19])[CH3:18])=[N:10][C@@:9]32[CH3:24])=[CH:4][CH:3]=1.[N-:25]=[N+:26]=[N-:27].[Na+].CN[C@@H]1CCCC[C@H]1NC.[Na].O=C1O[C@H]([C@H](CO)O)C(O)=C1O, predict the reaction product. (4) The product is: [NH2:1][C:2]1[C:12]([Br:13])=[CH:11][C:10]([Br:14])=[CH:9][C:3]=1[C:4]([N:6]([CH3:8])[NH:7][C:28]([O:30][CH3:31])=[O:29])=[O:5]. Given the reactants [NH2:1][C:2]1[C:12]([Br:13])=[CH:11][C:10]([Br:14])=[CH:9][C:3]=1[C:4]([N:6]([CH3:8])[NH2:7])=[O:5].O1CCCC1.C(N(CC)CC)C.Cl[C:28]([O:30][CH3:31])=[O:29], predict the reaction product.